The task is: Predict the reactants needed to synthesize the given product.. This data is from Full USPTO retrosynthesis dataset with 1.9M reactions from patents (1976-2016). (1) Given the product [CH2:1]([O:3][C:4](=[O:25])[CH:5]([C:15]1[CH:20]=[C:19]([O:21][CH3:22])[CH:18]=[CH:17][C:16]=1[O:23][CH3:24])[CH3:6])[CH3:2], predict the reactants needed to synthesize it. The reactants are: [CH2:1]([O:3][C:4](=[O:25])[CH:5]([C:15]1[CH:20]=[C:19]([O:21][CH3:22])[CH:18]=[CH:17][C:16]=1[O:23][CH3:24])[CH2:6]C1C(Cl)=NC(Cl)=NC=1)[CH3:2].NC1C=CC=CC=1. (2) The reactants are: [N:1]1[CH:6]=[CH:5][CH:4]=[C:3]([O:7][C:8]2[CH:9]=[C:10]([CH:14]=[CH:15][CH:16]=2)[C:11]([OH:13])=O)[CH:2]=1.[NH2:17][C@@H:18]1[C@H:22]2[O:23][CH2:24][C@H:25]([NH:26][C:27]([CH:29]3[CH2:31][CH2:30]3)=[O:28])[C@H:21]2[O:20][CH2:19]1. Given the product [CH:29]1([C:27]([NH:26][C@@H:25]2[C@H:21]3[O:20][CH2:19][C@H:18]([NH:17][C:11](=[O:13])[C:10]4[CH:14]=[CH:15][CH:16]=[C:8]([O:7][C:3]5[CH:2]=[N:1][CH:6]=[CH:5][CH:4]=5)[CH:9]=4)[C@H:22]3[O:23][CH2:24]2)=[O:28])[CH2:30][CH2:31]1, predict the reactants needed to synthesize it. (3) The reactants are: CO[C:3](=[O:24])[C:4]([C:14](=[O:23])[C:15]1[CH:20]=[CH:19][C:18]([CH3:21])=[C:17]([CH3:22])[CH:16]=1)=[CH:5][NH:6][C:7]1[CH:12]=[CH:11][C:10]([F:13])=[CH:9][CH:8]=1. Given the product [CH3:22][C:17]1[CH:16]=[C:15]([CH:20]=[CH:19][C:18]=1[CH3:21])[C:14]([C:4]1[C:3](=[O:24])[C:8]2[C:7](=[CH:12][CH:11]=[C:10]([F:13])[CH:9]=2)[NH:6][CH:5]=1)=[O:23], predict the reactants needed to synthesize it. (4) Given the product [NH2:18][CH:9]([C:8]1[C:3]([O:2][CH3:1])=[N:4][CH:5]=[CH:6][C:7]=1[O:25][CH3:26])[CH2:10][CH:11]([CH3:17])[C:12]([O:14][CH3:15])=[O:13], predict the reactants needed to synthesize it. The reactants are: [CH3:1][O:2][C:3]1[C:8]([CH:9]([NH:18]S(C(C)(C)C)=O)[CH2:10][CH:11]([CH3:17])[C:12]([O:14][CH2:15]C)=[O:13])=[C:7]([O:25][CH3:26])[CH:6]=[CH:5][N:4]=1.Cl.O1CCOCC1. (5) The reactants are: [Br:1][C:2]1[CH:3]=[C:4]([S:8][CH2:9][CH2:10]O)[CH:5]=[CH:6][CH:7]=1.[C:12]1(=[O:22])[NH:16][C:15](=[O:17])[C:14]2=[CH:18][CH:19]=[CH:20][CH:21]=[C:13]12. Given the product [Br:1][C:2]1[CH:3]=[C:4]([S:8][CH2:9][CH2:10][N:16]2[C:12](=[O:22])[C:13]3[C:14](=[CH:18][CH:19]=[CH:20][CH:21]=3)[C:15]2=[O:17])[CH:5]=[CH:6][CH:7]=1, predict the reactants needed to synthesize it. (6) Given the product [Cl:31][C:28]1[CH:29]=[C:30]2[C:25](=[CH:26][CH:27]=1)[N:10]([CH2:11][CH2:12][CH2:13][N:14]1[C:22](=[O:23])[C:21]3[C:16](=[CH:17][CH:18]=[CH:19][CH:20]=3)[C:15]1=[O:24])[C:8](=[O:9])[CH:7]=[C:6]2[OH:5], predict the reactants needed to synthesize it. The reactants are: C([O:5][C:6](=O)[CH2:7][C:8]([N:10]([C:25]1[CH:30]=[CH:29][C:28]([Cl:31])=[CH:27][CH:26]=1)[CH2:11][CH2:12][CH2:13][N:14]1[C:22](=[O:23])[C:21]2[C:16](=[CH:17][CH:18]=[CH:19][CH:20]=2)[C:15]1=[O:24])=[O:9])(C)(C)C.O=P12OP3(OP(OP(O3)(O1)=O)(=O)O2)=O.